Dataset: Catalyst prediction with 721,799 reactions and 888 catalyst types from USPTO. Task: Predict which catalyst facilitates the given reaction. (1) Reactant: [C:1]([O:5][C:6]([N:8]1[CH2:13][CH2:12][CH:11]([C:14](=O)[NH:15][CH3:16])[CH2:10][CH2:9]1)=[O:7])([CH3:4])([CH3:3])[CH3:2].C1(C)C=CC=CC=1. Product: [C:1]([O:5][C:6]([N:8]1[CH2:13][CH2:12][CH:11]([CH2:14][NH:15][CH3:16])[CH2:10][CH2:9]1)=[O:7])([CH3:4])([CH3:3])[CH3:2]. The catalyst class is: 1. (2) Reactant: [F:1][C:2]1[CH:23]=[CH:22][CH:21]=[CH:20][C:3]=1[CH2:4][N:5]1[C:9]2=[N:10][C:11]([NH:14][C:15]3[CH:16]=[N:17][NH:18][CH:19]=3)=[N:12][CH:13]=[C:8]2[CH:7]=[N:6]1.C(N(CC)CC)C.[C:31](Cl)(=[O:33])[CH3:32]. Product: [F:1][C:2]1[CH:23]=[CH:22][CH:21]=[CH:20][C:3]=1[CH2:4][N:5]1[C:9]2=[N:10][C:11]([NH:14][C:15]3[CH:19]=[N:18][N:17]([C:31](=[O:33])[CH3:32])[CH:16]=3)=[N:12][CH:13]=[C:8]2[CH:7]=[N:6]1. The catalyst class is: 2. (3) Reactant: [CH2:1]([C:3]1[N:7]([C:8]2[N:16]=[C:15]3[C:11]([N:12]=[C:13]([CH:18]=O)[N:14]3[CH3:17])=[C:10]([N:20]3[CH2:25][CH2:24][O:23][CH2:22][CH2:21]3)[N:9]=2)[C:6]2[CH:26]=[CH:27][CH:28]=[CH:29][C:5]=2[N:4]=1)[CH3:2].[CH3:30][N:31]([CH:38]1[CH2:41][O:40][CH2:39]1)[CH:32]1[CH2:37][CH2:36][NH:35][CH2:34][CH2:33]1.C(O[BH-](OC(=O)C)OC(=O)C)(=O)C.[Na+]. Product: [CH2:1]([C:3]1[N:7]([C:8]2[N:16]=[C:15]3[C:11]([N:12]=[C:13]([CH2:18][N:35]4[CH2:36][CH2:37][CH:32]([N:31]([CH3:30])[CH:38]5[CH2:39][O:40][CH2:41]5)[CH2:33][CH2:34]4)[N:14]3[CH3:17])=[C:10]([N:20]3[CH2:25][CH2:24][O:23][CH2:22][CH2:21]3)[N:9]=2)[C:6]2[CH:26]=[CH:27][CH:28]=[CH:29][C:5]=2[N:4]=1)[CH3:2]. The catalyst class is: 26. (4) Reactant: C1(N=C=O)C=CC=CC=1.[C:10]([C:12]1[CH:17]=[CH:16][C:15]([F:18])=[CH:14][CH:13]=1)#[CH:11].[N+:19]([CH2:22][CH3:23])([O-])=[O:20].C(N(CC)CC)C. Product: [CH3:23][C:22]1[CH:11]=[C:10]([C:12]2[CH:17]=[CH:16][C:15]([F:18])=[CH:14][CH:13]=2)[O:20][N:19]=1. The catalyst class is: 638. (5) Reactant: [C:1]([C:3]1[CH:4]=[C:5]([OH:9])[CH:6]=[CH:7][CH:8]=1)#[N:2].N1C=CN=C1.[CH3:15][C:16]([Si:19](Cl)([CH3:21])[CH3:20])([CH3:18])[CH3:17]. Product: [CH3:15][C:16]([Si:19]([CH3:21])([CH3:20])[O:9][C:5]1[CH:4]=[C:3]([CH:8]=[CH:7][CH:6]=1)[C:1]#[N:2])([CH3:18])[CH3:17]. The catalyst class is: 9. (6) Reactant: [C:1]([O:5][C:6](=[O:20])[CH2:7][NH:8][CH2:9][C:10]1[CH:15]=[CH:14][C:13]([N+:16]([O-:18])=[O:17])=[CH:12][C:11]=1[NH2:19])([CH3:4])([CH3:3])[CH3:2].I[CH3:22]. Product: [C:1]([O:5][C:6](=[O:20])[CH2:7][N:8]([CH2:9][C:10]1[CH:15]=[CH:14][C:13]([N+:16]([O-:18])=[O:17])=[CH:12][C:11]=1[NH2:19])[CH3:22])([CH3:4])([CH3:2])[CH3:3]. The catalyst class is: 1. (7) Reactant: [C:1]1([CH:7]2[C:16]3[C:11]4=[C:12]([CH:18]([C:21]5[CH:26]=[CH:25][CH:24]=[CH:23][CH:22]=5)[CH2:19][CH2:20][N:10]4[CH2:9][CH2:8]2)[CH:13]=[C:14]([NH2:17])[CH:15]=3)[CH:6]=[CH:5][CH:4]=[CH:3][CH:2]=1.C(N(CC)CC)C.[CH3:34][N:35]([CH3:39])[C:36](Cl)=[O:37]. Product: [C:21]1([CH:18]2[C:12]3[C:11]4=[C:16]([CH:7]([C:1]5[CH:2]=[CH:3][CH:4]=[CH:5][CH:6]=5)[CH2:8][CH2:9][N:10]4[CH2:20][CH2:19]2)[CH:15]=[C:14]([NH:17][C:36](=[O:37])[N:35]([CH3:39])[CH3:34])[CH:13]=3)[CH:26]=[CH:25][CH:24]=[CH:23][CH:22]=1. The catalyst class is: 4. (8) Reactant: [F:1][C:2]1([F:11])[CH2:4][CH:3]1[CH2:5][O:6]S(C)(=O)=O.C(OC([N:19]1[CH2:24][CH2:23][CH:22]([C:25]2[CH:30]=[CH:29][C:28](O)=[CH:27][CH:26]=2)[CH2:21][CH2:20]1)=O)(C)(C)C.C([O-])([O-])=O.[K+].[K+].[Cl-:38].[Na+].O. Product: [ClH:38].[F:1][C:2]1([F:11])[CH2:4][CH:3]1[CH2:5][O:6][C:28]1[CH:27]=[CH:26][C:25]([CH:22]2[CH2:21][CH2:20][NH:19][CH2:24][CH2:23]2)=[CH:30][CH:29]=1. The catalyst class is: 3. (9) Reactant: [Cl:1][C:2]1[CH:18]=[CH:17][C:5]([CH2:6][C:7]2([C:10]([O:12]C(C)(C)C)=[O:11])[CH2:9][CH2:8]2)=[C:4]([F:19])[C:3]=1[NH:20][C:21](=[O:36])[C@H:22]([C:29]1[CH:34]=[CH:33][C:32]([Cl:35])=[CH:31][CH:30]=1)[C@@H:23]([CH3:28])[C:24]([F:27])([F:26])[F:25].C(O)(C(F)(F)F)=O. Product: [Cl:1][C:2]1[CH:18]=[CH:17][C:5]([CH2:6][C:7]2([C:10]([OH:12])=[O:11])[CH2:9][CH2:8]2)=[C:4]([F:19])[C:3]=1[NH:20][C:21](=[O:36])[C@H:22]([C:29]1[CH:30]=[CH:31][C:32]([Cl:35])=[CH:33][CH:34]=1)[C@@H:23]([CH3:28])[C:24]([F:27])([F:26])[F:25]. The catalyst class is: 4. (10) Reactant: [O:1]=[C:2]1[N:7]([CH2:8][CH2:9][CH:10]=O)[CH2:6][CH2:5][N:4]([C:12]([O:14][C:15]([CH3:18])([CH3:17])[CH3:16])=[O:13])[CH2:3]1.[NH:19]1[CH2:24][CH2:23][O:22][CH2:21][CH2:20]1.C(O[BH-](OC(=O)C)OC(=O)C)(=O)C.[Na+].C(O)(=O)C. Product: [N:19]1([CH2:10][CH2:9][CH2:8][N:7]2[CH2:6][CH2:5][N:4]([C:12]([O:14][C:15]([CH3:18])([CH3:17])[CH3:16])=[O:13])[CH2:3][C:2]2=[O:1])[CH2:24][CH2:23][O:22][CH2:21][CH2:20]1. The catalyst class is: 26.